This data is from Catalyst prediction with 721,799 reactions and 888 catalyst types from USPTO. The task is: Predict which catalyst facilitates the given reaction. (1) Reactant: [CH2:1]([O:3][C:4]([C:6]1[CH:10]=[C:9](C(OCC)=O)[N:8]([CH2:16][CH2:17][NH:18][C:19]([O:21]C(C)(C)C)=O)[N:7]=1)=[O:5])[CH3:2].C([O-])([O-])=O.[Na+].[Na+]. Product: [O:21]=[C:19]1[NH:18][CH2:17][CH2:16][N:8]2[N:7]=[C:6]([C:4]([O:3][CH2:1][CH3:2])=[O:5])[CH:10]=[C:9]12. The catalyst class is: 89. (2) Reactant: [C:1]([O:5][C:6]([N:8]1[CH2:13][CH2:12][NH:11][CH2:10][CH2:9]1)=[O:7])([CH3:4])([CH3:3])[CH3:2].Br[C:15]1[CH:22]=[CH:21][C:20]([F:23])=[CH:19][C:16]=1[C:17]#[N:18].CC1(C)C2C(=C(P(C3C=CC=CC=3)C3C=CC=CC=3)C=CC=2)OC2C(P(C3C=CC=CC=3)C3C=CC=CC=3)=CC=CC1=2.CC(C)([O-])C.[Na+]. Product: [C:1]([O:5][C:6]([N:8]1[CH2:13][CH2:12][N:11]([C:15]2[CH:22]=[CH:21][C:20]([F:23])=[CH:19][C:16]=2[C:17]#[N:18])[CH2:10][CH2:9]1)=[O:7])([CH3:4])([CH3:2])[CH3:3]. The catalyst class is: 62.